From a dataset of NCI-60 drug combinations with 297,098 pairs across 59 cell lines. Regression. Given two drug SMILES strings and cell line genomic features, predict the synergy score measuring deviation from expected non-interaction effect. (1) Drug 1: CC1C(C(CC(O1)OC2CC(CC3=C2C(=C4C(=C3O)C(=O)C5=C(C4=O)C(=CC=C5)OC)O)(C(=O)C)O)N)O.Cl. Drug 2: C1=NC2=C(N1)C(=S)N=CN2. Cell line: NCIH23. Synergy scores: CSS=21.4, Synergy_ZIP=-7.24, Synergy_Bliss=-8.12, Synergy_Loewe=-11.7, Synergy_HSA=-5.44. (2) Drug 1: CC1C(C(CC(O1)OC2CC(OC(C2O)C)OC3=CC4=CC5=C(C(=O)C(C(C5)C(C(=O)C(C(C)O)O)OC)OC6CC(C(C(O6)C)O)OC7CC(C(C(O7)C)O)OC8CC(C(C(O8)C)O)(C)O)C(=C4C(=C3C)O)O)O)O. Drug 2: C1CNP(=O)(OC1)N(CCCl)CCCl. Cell line: OVCAR-4. Synergy scores: CSS=29.7, Synergy_ZIP=0.476, Synergy_Bliss=0.245, Synergy_Loewe=-52.5, Synergy_HSA=1.53. (3) Drug 1: C1CC(=O)NC(=O)C1N2CC3=C(C2=O)C=CC=C3N. Drug 2: CC1=C(C(=CC=C1)Cl)NC(=O)C2=CN=C(S2)NC3=CC(=NC(=N3)C)N4CCN(CC4)CCO. Cell line: RXF 393. Synergy scores: CSS=17.3, Synergy_ZIP=-4.69, Synergy_Bliss=0.521, Synergy_Loewe=-9.14, Synergy_HSA=1.22. (4) Drug 1: CC1OCC2C(O1)C(C(C(O2)OC3C4COC(=O)C4C(C5=CC6=C(C=C35)OCO6)C7=CC(=C(C(=C7)OC)O)OC)O)O. Drug 2: CC1=C(C(=O)C2=C(C1=O)N3CC4C(C3(C2COC(=O)N)OC)N4)N. Cell line: HCT116. Synergy scores: CSS=71.3, Synergy_ZIP=1.18, Synergy_Bliss=1.24, Synergy_Loewe=5.63, Synergy_HSA=8.04. (5) Drug 1: CC12CCC(CC1=CCC3C2CCC4(C3CC=C4C5=CN=CC=C5)C)O. Synergy scores: CSS=44.0, Synergy_ZIP=6.33, Synergy_Bliss=8.42, Synergy_Loewe=-5.72, Synergy_HSA=9.71. Drug 2: C1=CC(=C2C(=C1NCCNCCO)C(=O)C3=C(C=CC(=C3C2=O)O)O)NCCNCCO. Cell line: MDA-MB-231. (6) Drug 1: CN(C)C1=NC(=NC(=N1)N(C)C)N(C)C. Drug 2: C1=NC2=C(N1)C(=S)N=CN2. Cell line: CAKI-1. Synergy scores: CSS=7.92, Synergy_ZIP=-13.0, Synergy_Bliss=-23.4, Synergy_Loewe=-63.7, Synergy_HSA=-22.5. (7) Drug 1: CCCCCOC(=O)NC1=NC(=O)N(C=C1F)C2C(C(C(O2)C)O)O. Drug 2: C1CN(P(=O)(OC1)NCCCl)CCCl. Cell line: M14. Synergy scores: CSS=-5.42, Synergy_ZIP=7.49, Synergy_Bliss=7.85, Synergy_Loewe=-3.77, Synergy_HSA=-3.57. (8) Drug 1: C1=NC(=NC(=O)N1C2C(C(C(O2)CO)O)O)N. Drug 2: C1CC(=O)NC(=O)C1N2C(=O)C3=CC=CC=C3C2=O. Cell line: HOP-62. Synergy scores: CSS=28.1, Synergy_ZIP=5.51, Synergy_Bliss=11.1, Synergy_Loewe=-3.29, Synergy_HSA=9.11. (9) Drug 1: C1=CC(=CC=C1CCC2=CNC3=C2C(=O)NC(=N3)N)C(=O)NC(CCC(=O)O)C(=O)O. Drug 2: CC(C)(C#N)C1=CC(=CC(=C1)CN2C=NC=N2)C(C)(C)C#N. Cell line: ACHN. Synergy scores: CSS=20.6, Synergy_ZIP=-5.16, Synergy_Bliss=-0.329, Synergy_Loewe=-2.38, Synergy_HSA=1.47. (10) Drug 1: CN1C(=O)N2C=NC(=C2N=N1)C(=O)N. Drug 2: CC1C(C(CC(O1)OC2CC(CC3=C2C(=C4C(=C3O)C(=O)C5=CC=CC=C5C4=O)O)(C(=O)C)O)N)O. Cell line: SR. Synergy scores: CSS=34.9, Synergy_ZIP=-6.08, Synergy_Bliss=-8.30, Synergy_Loewe=-12.6, Synergy_HSA=-3.86.